The task is: Predict the reaction yield, written as a fraction of the theoretical maximum amount of product (1.0 means a 100% yield; for example, 0.34 means a 34% yield).. This data is from Reaction yield outcomes from USPTO patents with 853,638 reactions. (1) The reactants are [CH:1]([C:3]1[C:11]([O:12][CH3:13])=[CH:10][C:9]([O:14][CH3:15])=[CH:8][C:4]=1[C:5](O)=[O:6])=O.O.[NH2:17][NH2:18]. The catalyst is C(O)C. The product is [CH3:13][O:12][C:11]1[CH:10]=[C:9]([O:14][CH3:15])[CH:8]=[C:4]2[C:3]=1[CH:1]=[N:17][NH:18][C:5]2=[O:6]. The yield is 0.860. (2) The reactants are [F:1][C:2]1[CH:20]=[C:19]([N+:21]([O-:23])=[O:22])[CH:18]=[CH:17][C:3]=1[O:4][C:5]1[CH:10]=[CH:9][N:8]=[C:7]2[CH:11]=[C:12]([C:14](Cl)=[O:15])[S:13][C:6]=12.Cl.[C:25]([N:32](C)[CH2:33][CH2:34][NH2:35])([O:27][C:28]([CH3:31])([CH3:30])[CH3:29])=[O:26].CCN(CC)CC. The catalyst is C(Cl)Cl.CCOC(C)=O. The product is [F:1][C:2]1[CH:20]=[C:19]([N+:21]([O-:23])=[O:22])[CH:18]=[CH:17][C:3]=1[O:4][C:5]1[CH:10]=[CH:9][N:8]=[C:7]2[CH:11]=[C:12]([C:14]([NH:35][CH2:34][CH2:33][NH:32][C:25](=[O:26])[O:27][C:28]([CH3:30])([CH3:29])[CH3:31])=[O:15])[S:13][C:6]=12. The yield is 0.960. (3) The reactants are [S:1]1[CH2:6][CH2:5][CH:4]([CH2:7][NH2:8])[CH2:3][CH2:2]1.Cl[C:10]1[CH:11]=[CH:12][C:13]2[N:14]([C:16]([C:19]3[CH:24]=[CH:23][CH:22]=[C:21]([O:25][C:26]([F:29])([F:28])[F:27])[CH:20]=3)=[CH:17][N:18]=2)[N:15]=1.CCN(C(C)C)C(C)C.[F-].[Cs+]. The catalyst is CS(C)=O. The product is [S:1]1[CH2:6][CH2:5][CH:4]([CH2:7][NH:8][C:10]2[CH:11]=[CH:12][C:13]3[N:14]([C:16]([C:19]4[CH:24]=[CH:23][CH:22]=[C:21]([O:25][C:26]([F:27])([F:29])[F:28])[CH:20]=4)=[CH:17][N:18]=3)[N:15]=2)[CH2:3][CH2:2]1. The yield is 0.300. (4) The reactants are [CH3:1][C:2]1[CH:7]=[CH:6][C:5]([S:8]([O:11][CH2:12][CH:13]2[CH2:17][C:16]3[CH:18]=[CH:19][CH:20]=[C:21](OS(C(F)(F)F)(=O)=O)[C:15]=3[O:14]2)(=[O:10])=[O:9])=[CH:4][CH:3]=1.[Cl:30][C:31]1[CH:32]=[C:33](B(O)O)[CH:34]=[C:35]([Cl:37])[CH:36]=1.P([O-])([O-])([O-])=O.[K+].[K+].[K+].CC1C=CC(S(OCC2CC3C=CC=C(C4C=C(C(F)(F)F)C=C(C(F)(F)F)C=4)C=3O2)(=O)=O)=CC=1. The catalyst is C1C=CC([P]([Pd]([P](C2C=CC=CC=2)(C2C=CC=CC=2)C2C=CC=CC=2)([P](C2C=CC=CC=2)(C2C=CC=CC=2)C2C=CC=CC=2)[P](C2C=CC=CC=2)(C2C=CC=CC=2)C2C=CC=CC=2)(C2C=CC=CC=2)C2C=CC=CC=2)=CC=1. The product is [CH3:1][C:2]1[CH:3]=[CH:4][C:5]([S:8]([O:11][CH2:12][CH:13]2[CH2:17][C:16]3[CH:18]=[CH:19][CH:20]=[C:21]([C:33]4[CH:32]=[C:31]([Cl:30])[CH:36]=[C:35]([Cl:37])[CH:34]=4)[C:15]=3[O:14]2)(=[O:9])=[O:10])=[CH:6][CH:7]=1. The yield is 0.150. (5) The catalyst is CN(C=O)C. The product is [CH2:1]([O:3][C:4]([C:6]1[CH:15]=[CH:14][C:13]2[C:8](=[CH:9][CH:10]=[C:11]([C:44]3[C:52]4[C:47](=[CH:48][CH:49]=[C:50]([C:53]#[N:54])[CH:51]=4)[N:46]([CH:55]4[CH2:60][CH2:59][CH2:58][CH2:57][O:56]4)[N:45]=3)[CH:12]=2)[CH:7]=1)=[O:5])[CH3:2]. The reactants are [CH2:1]([O:3][C:4]([C:6]1[CH:15]=[CH:14][C:13]2[C:8](=[CH:9][CH:10]=[C:11](Br)[CH:12]=2)[CH:7]=1)=[O:5])[CH3:2].B1(B2OC(C)(C)C(C)(C)O2)OC(C)(C)C(C)(C)O1.ClCCl.C([O-])(=O)C.[K+].Br[C:44]1[C:52]2[C:47](=[CH:48][CH:49]=[C:50]([C:53]#[N:54])[CH:51]=2)[N:46]([CH:55]2[CH2:60][CH2:59][CH2:58][CH2:57][O:56]2)[N:45]=1.P([O-])([O-])([O-])=O.[K+].[K+].[K+]. The yield is 0.730. (6) The reactants are C([O:3][C:4](=[O:18])[C:5]([CH3:17])([S:7]([CH2:10][CH:11]1[CH2:16][CH2:15][O:14][CH2:13][CH2:12]1)(=[O:9])=[O:8])[CH3:6])C.[OH-].[Na+].CC(OC)(C)C. The catalyst is C1COCC1. The product is [CH3:17][C:5]([S:7]([CH2:10][CH:11]1[CH2:12][CH2:13][O:14][CH2:15][CH2:16]1)(=[O:9])=[O:8])([CH3:6])[C:4]([OH:18])=[O:3]. The yield is 0.910. (7) The reactants are [Si:1]([O:8][CH2:9][C:10]1[CH:11]=[C:12]([CH:24]=[C:25]([CH2:27][O:28][Si:29]([C:32]([CH3:35])([CH3:34])[CH3:33])([CH3:31])[CH3:30])[CH:26]=1)[NH:13][CH2:14][CH2:15][O:16][CH2:17][CH2:18][O:19][CH2:20][CH2:21][O:22][CH3:23])([C:4]([CH3:7])([CH3:6])[CH3:5])([CH3:3])[CH3:2].[CH3:36][S:37][S:38][C:39]([CH3:43])([CH3:42])[CH:40]=O.C(O[BH-](OC(=O)C)OC(=O)C)(=O)C.[Na+].S([O-])([O-])(=O)=O.[Mg+2]. The catalyst is ClCCCl.[Cl-].[Zn+2].[Cl-]. The product is [Si:1]([O:8][CH2:9][C:10]1[CH:11]=[C:12]([CH:24]=[C:25]([CH2:27][O:28][Si:29]([C:32]([CH3:35])([CH3:34])[CH3:33])([CH3:30])[CH3:31])[CH:26]=1)[N:13]([CH2:14][CH2:15][O:16][CH2:17][CH2:18][O:19][CH2:20][CH2:21][O:22][CH3:23])[CH2:40][C:39]([CH3:43])([S:38][S:37][CH3:36])[CH3:42])([C:4]([CH3:5])([CH3:7])[CH3:6])([CH3:3])[CH3:2]. The yield is 0.400.